The task is: Predict the reaction yield, written as a fraction of the theoretical maximum amount of product (1.0 means a 100% yield; for example, 0.34 means a 34% yield).. This data is from Reaction yield outcomes from USPTO patents with 853,638 reactions. (1) The reactants are I[C:2]1[CH:3]=[C:4]([C:8]2[S:9][CH:10]=[C:11]([C:13]3[CH:18]=[CH:17][CH:16]=[CH:15][N:14]=3)[N:12]=2)[CH:5]=[CH:6][CH:7]=1.[CH3:19][N:20](C)C=O. The catalyst is C1(C)C=CC=CC=1.[C-]#N.[Zn+2].[C-]#N.C1C=CC([P]([Pd]([P](C2C=CC=CC=2)(C2C=CC=CC=2)C2C=CC=CC=2)([P](C2C=CC=CC=2)(C2C=CC=CC=2)C2C=CC=CC=2)[P](C2C=CC=CC=2)(C2C=CC=CC=2)C2C=CC=CC=2)(C2C=CC=CC=2)C2C=CC=CC=2)=CC=1. The product is [C:19]([C:2]1[CH:3]=[C:4]([C:8]2[S:9][CH:10]=[C:11]([C:13]3[CH:18]=[CH:17][CH:16]=[CH:15][N:14]=3)[N:12]=2)[CH:5]=[CH:6][CH:7]=1)#[N:20]. The yield is 0.300. (2) The reactants are [OH:1][C:2]1[CH:7]=[CH:6][C:5]([N:8]2[C:13](=[O:14])[C:12]([CH2:15][C:16]3[CH:21]=[CH:20][C:19]([C:22]4[C:23]([C:28]#[N:29])=[CH:24][CH:25]=[CH:26][CH:27]=4)=[CH:18][CH:17]=3)=[C:11]([CH2:30][CH2:31][CH3:32])[N:10]=[C:9]2[CH3:33])=[CH:4][CH:3]=1.[O:34]1[CH2:38][CH2:37][CH:36](O)[CH2:35]1.C1(P(C2C=CC=CC=2)C2C=CC=CC=2)C=CC=CC=1.[N:60]([C:61]([O:63]C(C)C)=[O:62])=[N:60][C:61]([O:63]C(C)C)=[O:62]. The catalyst is O1CCCC1.O.C(OCC)(=O)C. The product is [CH3:33][C:9]1[N:8]([C:5]2[CH:4]=[CH:3][C:2]([O:1][CH:36]3[CH2:37][CH2:38][O:34][CH2:35]3)=[CH:7][CH:6]=2)[C:13](=[O:14])[C:12]([CH2:15][C:16]2[CH:21]=[CH:20][C:19]([C:22]3[CH:27]=[CH:26][CH:25]=[CH:24][C:23]=3[C:28]3[NH:60][C:61](=[O:62])[O:63][N:29]=3)=[CH:18][CH:17]=2)=[C:11]([CH2:30][CH2:31][CH3:32])[N:10]=1. The yield is 0.530. (3) The reactants are [O:1]=[C:2]([CH3:20])[C:3](=[N:8][NH:9][C:10]1[CH:15]=[CH:14][CH:13]=[C:12]([C:16]([F:19])([F:18])[F:17])[CH:11]=1)[C:4]([O:6][CH3:7])=[O:5].[CH3:21]OC(OC)N(C)C. No catalyst specified. The product is [O:1]=[C:2]1[CH:20]=[CH:21][N:9]([C:10]2[CH:15]=[CH:14][CH:13]=[C:12]([C:16]([F:17])([F:18])[F:19])[CH:11]=2)[N:8]=[C:3]1[C:4]([O:6][CH3:7])=[O:5]. The yield is 0.870. (4) The reactants are Br[C:2]1[C:7]([F:8])=[CH:6][C:5]([N:9]2[C:18]3[C:13](=[CH:14][C:15]([S:19]([NH:22][C:23]4[CH:27]=[CH:26][O:25][N:24]=4)(=[O:21])=[O:20])=[CH:16][CH:17]=3)[N:12]=[CH:11][C:10]2=[O:28])=[C:4]([O:29][CH3:30])[CH:3]=1.CN(C=O)C.C(NC(C)C)(C)C.[C:43]([CH:45]1[CH2:49][CH2:48][CH2:47][CH2:46]1)#[CH:44]. The catalyst is CCOC(C)=O.[Cu]I.C1C=CC([P]([Pd]([P](C2C=CC=CC=2)(C2C=CC=CC=2)C2C=CC=CC=2)([P](C2C=CC=CC=2)(C2C=CC=CC=2)C2C=CC=CC=2)[P](C2C=CC=CC=2)(C2C=CC=CC=2)C2C=CC=CC=2)(C2C=CC=CC=2)C2C=CC=CC=2)=CC=1. The product is [CH:45]1([C:43]#[C:44][C:2]2[C:7]([F:8])=[CH:6][C:5]([N:9]3[C:18]4[C:13](=[CH:14][C:15]([S:19]([NH:22][C:23]5[CH:27]=[CH:26][O:25][N:24]=5)(=[O:20])=[O:21])=[CH:16][CH:17]=4)[N:12]=[CH:11][C:10]3=[O:28])=[C:4]([O:29][CH3:30])[CH:3]=2)[CH2:49][CH2:48][CH2:47][CH2:46]1. The yield is 0.650. (5) The reactants are [OH:1][C@@H:2]1[C@@H:8]([NH:9][C:10]([C@@H:12]([NH:17][C:18]([C:20]2[O:28][C:27]3[C:22](=[N:23][CH:24]=[CH:25][CH:26]=3)[CH:21]=2)=[O:19])[CH2:13][CH:14]([CH3:16])[CH3:15])=[O:11])[CH2:7][CH2:6][C@@H:5]([CH3:29])[N:4]([S:30]([C:33]2[CH:38]=[CH:37][CH:36]=[CH:35][N:34]=2)(=[O:32])=[O:31])[CH2:3]1.C(N(CC)CC)C. The catalyst is CS(C)=O.O. The product is [CH3:15][CH:14]([CH3:16])[CH2:13][C@H:12]([NH:17][C:18]([C:20]1[O:28][C:27]2[C:22](=[N:23][CH:24]=[CH:25][CH:26]=2)[CH:21]=1)=[O:19])[C:10](=[O:11])[NH:9][C@H:8]1[CH2:7][CH2:6][C@@H:5]([CH3:29])[N:4]([S:30]([C:33]2[CH:38]=[CH:37][CH:36]=[CH:35][N:34]=2)(=[O:32])=[O:31])[CH2:3][C:2]1=[O:1]. The yield is 0.220. (6) The reactants are C1[O:18][CH2:17][CH2:16]OCCOCCOCCOCCOC1.FC(F)(F)COP(CC(OC)=O)(=O)OCC(F)(F)F.C[Si]([N-][Si](C)(C)C)(C)C.[K+].[NH2:48][C:49]1[N:53]([C:54]2[CH:59]=[CH:58][CH:57]=[CH:56][CH:55]=2)[N:52]=[CH:51][C:50]=1[CH:60]=O. The catalyst is C1(C)C=CC=CC=1.C1COCC1. The product is [C:54]1([N:53]2[C:49]3[NH:48][C:17](=[O:18])[CH:16]=[CH:60][C:50]=3[CH:51]=[N:52]2)[CH:59]=[CH:58][CH:57]=[CH:56][CH:55]=1. The yield is 0.710. (7) The reactants are [CH3:1][C:2]1([CH3:20])[O:6][C@@H:5]([C@@H:7]2[C@@H:11]3[O:12][C:13]([CH3:16])([CH3:15])[O:14][C@:10]3([CH2:17][OH:18])[CH:9]([OH:19])[O:8]2)[CH2:4][O:3]1.C([O-])([O-])=O.[Cs+].[Cs+].BrBr. The catalyst is O. The product is [CH3:1][C:2]1([CH3:20])[O:6][C@@H:5]([C@@H:7]2[C@@H:11]3[O:12][C:13]([CH3:15])([CH3:16])[O:14][C@:10]3([CH2:17][OH:18])[C:9](=[O:19])[O:8]2)[CH2:4][O:3]1. The yield is 0.770. (8) The reactants are [C:1]([C:5]1[CH:10]=[CH:9][C:8]([C:11]2[N:12]([C:31]3[CH:36]=[CH:35][C:34](B4OC(C)(C)C(C)(C)O4)=[CH:33][CH:32]=3)[CH:13]=[CH:14][C:15]=2[C:16]2[CH:21]=[CH:20][C:19](B3OC(C)(C)C(C)(C)O3)=[CH:18][CH:17]=2)=[CH:7][CH:6]=1)([CH3:4])([CH3:3])[CH3:2].Br[C:47]1[NH:51][C:50]([C@@H:52]2[CH2:56][CH2:55][CH2:54][N:53]2[C:57]([O:59][C:60]([CH3:63])([CH3:62])[CH3:61])=[O:58])=[N:49][CH:48]=1.ClCCl.[C:67](=[O:70])([O-])[O-:68].[Na+].[Na+]. The catalyst is C1C=CC(P(C2C=CC=CC=2)[C-]2C=CC=C2)=CC=1.C1C=CC(P(C2C=CC=CC=2)[C-]2C=CC=C2)=CC=1.Cl[Pd]Cl.[Fe+2].O.C1(C)C=CC=CC=1.C(O)C. The product is [C:1]([C:5]1[CH:10]=[CH:9][C:8]([C:11]2[N:12]([C:31]3[CH:36]=[CH:35][C:34]([C:47]4[N:51]=[C:50]([C@@H:52]5[CH2:56][CH2:55][CH2:54][N:53]5[C:67]([O:68][C:60]([CH3:63])([CH3:62])[CH3:61])=[O:70])[NH:49][CH:48]=4)=[CH:33][CH:32]=3)[CH:13]=[CH:14][C:15]=2[C:16]2[CH:17]=[CH:18][C:19]([C:47]3[N:51]=[C:50]([C@@H:52]4[CH2:56][CH2:55][CH2:54][N:53]4[C:57]([O:59][C:60]([CH3:63])([CH3:62])[CH3:61])=[O:58])[NH:49][CH:48]=3)=[CH:20][CH:21]=2)=[CH:7][CH:6]=1)([CH3:2])([CH3:4])[CH3:3]. The yield is 0.0900.